Predict which catalyst facilitates the given reaction. From a dataset of Catalyst prediction with 721,799 reactions and 888 catalyst types from USPTO. (1) Reactant: Cl.[CH2:2]([N:5]([CH2:37][CH2:38][CH3:39])[CH2:6][CH2:7][CH2:8][CH2:9][N:10]([CH2:33][C:34]([OH:36])=[O:35])[CH2:11][C:12]1[CH:17]=[CH:16][C:15]([CH2:18][N:19]([CH2:27][C:28]2[NH:29][CH:30]=[CH:31][N:32]=2)[CH2:20][C:21]2[N:22]([CH3:26])[CH:23]=[CH:24][N:25]=2)=[CH:14][CH:13]=1)[CH2:3][CH3:4].[CH2:40](O)[CH:41]=[CH:42][C:43]1[CH:48]=[CH:47][CH:46]=[CH:45][CH:44]=1. Product: [CH2:40]([O:35][C:34](=[O:36])[CH2:33][N:10]([CH2:9][CH2:8][CH2:7][CH2:6][N:5]([CH2:2][CH2:3][CH3:4])[CH2:37][CH2:38][CH3:39])[CH2:11][C:12]1[CH:17]=[CH:16][C:15]([CH2:18][N:19]([CH2:27][C:28]2[NH:29][CH:30]=[CH:31][N:32]=2)[CH2:20][C:21]2[N:22]([CH3:26])[CH:23]=[CH:24][N:25]=2)=[CH:14][CH:13]=1)[CH:41]=[CH:42][C:43]1[CH:48]=[CH:47][CH:46]=[CH:45][CH:44]=1. The catalyst class is: 3. (2) Reactant: CC(C)([O-])C.[K+].[Cl:7][C:8]1[CH:9]=[C:10]([OH:14])[CH:11]=[CH:12][CH:13]=1.F[C:16]1[CH:17]=[C:18]([N+:22]([O-:24])=[O:23])[CH:19]=[CH:20][CH:21]=1.O. Product: [Cl:7][C:8]1[CH:9]=[C:10]([CH:11]=[CH:12][CH:13]=1)[O:14][C:16]1[CH:17]=[C:18]([N+:22]([O-:24])=[O:23])[CH:19]=[CH:20][CH:21]=1. The catalyst class is: 16.